Dataset: Catalyst prediction with 721,799 reactions and 888 catalyst types from USPTO. Task: Predict which catalyst facilitates the given reaction. (1) Reactant: [C:1]([C:3]1[CH:8]=[CH:7][C:6]([C@@H:9]2[C:14]([C:15]([OH:17])=[O:16])=[C:13]([CH3:18])[N:12]([C:19]3[CH:24]=[CH:23][CH:22]=[C:21]([C:25]([F:28])([F:27])[F:26])[CH:20]=3)[C:11](=[O:29])[N:10]2[CH3:30])=[C:5]([S:31]([CH3:34])(=[O:33])=[O:32])[CH:4]=1)#[N:2].Br[CH2:36][CH2:37][OH:38].C(N(CC)CC)C. Product: [C:1]([C:3]1[CH:8]=[CH:7][C:6]([C@@H:9]2[C:14]([C:15]([O:17][CH2:36][CH2:37][OH:38])=[O:16])=[C:13]([CH3:18])[N:12]([C:19]3[CH:24]=[CH:23][CH:22]=[C:21]([C:25]([F:27])([F:28])[F:26])[CH:20]=3)[C:11](=[O:29])[N:10]2[CH3:30])=[C:5]([S:31]([CH3:34])(=[O:32])=[O:33])[CH:4]=1)#[N:2]. The catalyst class is: 3. (2) The catalyst class is: 36. Product: [Cl:8][C:6]1[N:7]=[C:2]([N:17]2[CH2:18][CH2:19][CH:20]([C:23]3[C:31]4[C:26](=[N:27][CH:28]=[CH:29][CH:30]=4)[NH:25][CH:24]=3)[CH2:21][CH2:22]2)[N:3]=[C:4]([O:9][CH2:10][C@H:11]2[CH2:13][C@H:12]2[C:14]#[N:15])[N:5]=1. Reactant: Cl[C:2]1[N:7]=[C:6]([Cl:8])[N:5]=[C:4]([O:9][CH2:10][C@H:11]2[CH2:13][C@H:12]2[C:14]#[N:15])[N:3]=1.Cl.[NH:17]1[CH2:22][CH2:21][CH:20]([C:23]2[C:31]3[C:26](=[N:27][CH:28]=[CH:29][CH:30]=3)[NH:25][CH:24]=2)[CH2:19][CH2:18]1.CCN(C(C)C)C(C)C.CCOC(C)=O. (3) Reactant: [C:1]([O:5][C:6]([NH:8][C:9]1[CH:10]=[CH:11][C:12]([CH2:16][CH2:17][N:18]2[C:23]3[N:24]=[C:25](S(C)=O)[N:26]=[CH:27][C:22]=3[CH:21]=[C:20]([C:31]3[C:36]([Cl:37])=[C:35]([O:38][CH3:39])[CH:34]=[C:33]([O:40][CH3:41])[C:32]=3[Cl:42])[C:19]2=[O:43])=[N+:13]([O-:15])[CH:14]=1)=[O:7])([CH3:4])([CH3:3])[CH3:2].[CH3:44][NH2:45].C1COCC1. Product: [C:1]([O:5][C:6]([NH:8][C:9]1[CH:10]=[CH:11][C:12]([CH2:16][CH2:17][N:18]2[C:23]3[N:24]=[C:25]([NH:45][CH3:44])[N:26]=[CH:27][C:22]=3[CH:21]=[C:20]([C:31]3[C:36]([Cl:37])=[C:35]([O:38][CH3:39])[CH:34]=[C:33]([O:40][CH3:41])[C:32]=3[Cl:42])[C:19]2=[O:43])=[N+:13]([O-:15])[CH:14]=1)=[O:7])([CH3:4])([CH3:3])[CH3:2]. The catalyst class is: 549. (4) The catalyst class is: 18. Reactant: [CH3:1][O:2][C:3]1[C:8]2[O:9][CH2:10][CH2:11][O:12][C:7]=2[C:6]([OH:13])=[CH:5][CH:4]=1.[C:14]([O-])([O-])=O.[K+].[K+].CI. Product: [CH3:1][O:2][C:3]1[C:8]2[O:9][CH2:10][CH2:11][O:12][C:7]=2[C:6]([O:13][CH3:14])=[CH:5][CH:4]=1. (5) Reactant: [F:1][C:2]1[CH:7]=[CH:6][C:5]([CH2:8][C:9]([NH:11][CH:12]2[CH2:17][CH2:16][NH:15][CH2:14][CH2:13]2)=[O:10])=[CH:4][CH:3]=1.CCN(C(C)C)C(C)C.S(O[C@@H:38]([CH3:43])[C:39]([O:41][CH3:42])=[O:40])(C1C=CC(C)=CC=1)(=O)=O. Product: [F:1][C:2]1[CH:7]=[CH:6][C:5]([CH2:8][C:9]([NH:11][CH:12]2[CH2:17][CH2:16][N:15]([C@H:38]([CH3:43])[C:39]([O:41][CH3:42])=[O:40])[CH2:14][CH2:13]2)=[O:10])=[CH:4][CH:3]=1. The catalyst class is: 23.